Dataset: Catalyst prediction with 721,799 reactions and 888 catalyst types from USPTO. Task: Predict which catalyst facilitates the given reaction. (1) Reactant: [CH2:1]([O:3][C:4]1[CH:5]=[C:6]([CH:43]=[CH:44][CH:45]=1)[CH2:7][N:8]1[C:12]([CH3:13])=[C:11]([C:14]2[C:22]3[C:17](=[N:18][CH:19]=[C:20]([C:23]4[CH:28]=[CH:27][C:26]([N:29]5[CH2:34][CH2:33][N:32](C(OC(C)(C)C)=O)[CH2:31][CH2:30]5)=[CH:25][CH:24]=4)[CH:21]=3)[NH:16][CH:15]=2)[C:10]([CH3:42])=[N:9]1)[CH3:2].[ClH:46]. Product: [ClH:46].[CH2:1]([O:3][C:4]1[CH:5]=[C:6]([CH:43]=[CH:44][CH:45]=1)[CH2:7][N:8]1[C:12]([CH3:13])=[C:11]([C:14]2[C:22]3[C:17](=[N:18][CH:19]=[C:20]([C:23]4[CH:24]=[CH:25][C:26]([N:29]5[CH2:30][CH2:31][NH:32][CH2:33][CH2:34]5)=[CH:27][CH:28]=4)[CH:21]=3)[NH:16][CH:15]=2)[C:10]([CH3:42])=[N:9]1)[CH3:2]. The catalyst class is: 5. (2) Reactant: [F:1][CH:2]([F:29])[CH2:3][O:4][C:5]1[C:26]([O:27][CH3:28])=[CH:25][C:8]2[C:9]3[N:14]([CH:15]([CH2:17][CH3:18])[CH2:16][C:7]=2[CH:6]=1)[CH:13]=[C:12]([C:19]([O:21]CC)=[O:20])[C:11](=[O:24])[CH:10]=3.O[Li].O. Product: [F:29][CH:2]([F:1])[CH2:3][O:4][C:5]1[C:26]([O:27][CH3:28])=[CH:25][C:8]2[C:9]3[N:14]([CH:15]([CH2:17][CH3:18])[CH2:16][C:7]=2[CH:6]=1)[CH:13]=[C:12]([C:19]([OH:21])=[O:20])[C:11](=[O:24])[CH:10]=3. The catalyst class is: 24. (3) Reactant: [CH2:1]([O:3][C:4]([CH:6]=[C:7]1[CH2:12][CH2:11][CH:10]([C:13]([OH:15])=[O:14])[CH2:9][CH2:8]1)=[O:5])[CH3:2].C([O-])=O.[NH4+]. Product: [C:4]([CH2:6][C@H:7]1[CH2:12][CH2:11][C@H:10]([C:13]([OH:15])=[O:14])[CH2:9][CH2:8]1)([O:3][CH2:1][CH3:2])=[O:5]. The catalyst class is: 29. (4) Reactant: [CH3:1][C:2]1[CH:3]=[N:4][N:5]([CH2:7][C:8]2[CH:13]=[CH:12][C:11]([CH2:14]O)=[CH:10][CH:9]=2)[CH:6]=1.[NH:16]1[CH:20]=[C:19]([C:21]([O:23][CH2:24][CH3:25])=[O:22])[CH:18]=[N:17]1.C1(P(C2C=CC=CC=2)C2C=CC=CC=2)C=CC=CC=1.N(/C(OC(C)C)=O)=N\C(OC(C)C)=O. Product: [CH3:1][C:2]1[CH:3]=[N:4][N:5]([CH2:7][C:8]2[CH:13]=[CH:12][C:11]([CH2:14][N:16]3[CH:20]=[C:19]([C:21]([O:23][CH2:24][CH3:25])=[O:22])[CH:18]=[N:17]3)=[CH:10][CH:9]=2)[CH:6]=1. The catalyst class is: 1. (5) Reactant: [F:1][C:2]1[CH:9]=[C:8]([F:10])[CH:7]=[CH:6][C:3]=1[CH2:4]Br.[CH2:11]([O:13][C:14](=[O:35])[C:15]1[CH:20]=[CH:19][N:18]=[C:17]([N:21]2[C:25]([CH3:26])=[CH:24][CH:23]=[C:22]2[C:27]2[CH:32]=[C:31]([Cl:33])[CH:30]=[CH:29][C:28]=2[OH:34])[CH:16]=1)[CH3:12].C([O-])([O-])=O.[K+].[K+]. Product: [CH2:11]([O:13][C:14](=[O:35])[C:15]1[CH:20]=[CH:19][N:18]=[C:17]([N:21]2[C:25]([CH3:26])=[CH:24][CH:23]=[C:22]2[C:27]2[CH:32]=[C:31]([Cl:33])[CH:30]=[CH:29][C:28]=2[O:34][CH2:4][C:3]2[CH:6]=[CH:7][C:8]([F:10])=[CH:9][C:2]=2[F:1])[CH:16]=1)[CH3:12]. The catalyst class is: 31.